This data is from Catalyst prediction with 721,799 reactions and 888 catalyst types from USPTO. The task is: Predict which catalyst facilitates the given reaction. (1) Reactant: [CH2:1]([N:8]1[C:16]2[C:11](=[CH:12][CH:13]=[CH:14][CH:15]=2)[CH:10]=[C:9]1[C:17]1[CH:18]=[C:19]([NH:27][CH:28]2[CH2:33][CH2:32][NH:31][CH2:30][CH2:29]2)[C:20]2[N:21]([C:23]([CH3:26])=[N:24][N:25]=2)[N:22]=1)[C:2]1[CH:7]=[CH:6][CH:5]=[CH:4][CH:3]=1.[C:34](O)(=O)C.C=O. Product: [CH2:1]([N:8]1[C:16]2[C:11](=[CH:12][CH:13]=[CH:14][CH:15]=2)[CH:10]=[C:9]1[C:17]1[CH:18]=[C:19]([NH:27][CH:28]2[CH2:33][CH2:32][N:31]([CH3:34])[CH2:30][CH2:29]2)[C:20]2[N:21]([C:23]([CH3:26])=[N:24][N:25]=2)[N:22]=1)[C:2]1[CH:3]=[CH:4][CH:5]=[CH:6][CH:7]=1. The catalyst class is: 1. (2) Product: [CH3:1][O:2][C:3](=[O:32])[CH2:4][C:5]1[CH:10]=[CH:9][C:8]([CH2:11][N:12]([CH2:13][CH2:14][CH2:15][N:16]2[C:24](=[O:25])[NH:23][C:22]3[C:17]2=[N:18][C:19]([O:27][CH2:28][CH2:29][CH2:30][CH3:31])=[N:20][C:21]=3[NH2:26])[C:48](=[O:49])[CH2:47][CH2:46][N:43]2[CH2:44][CH2:45][NH:40][CH2:41][CH2:42]2)=[CH:7][CH:6]=1. Reactant: [CH3:1][O:2][C:3](=[O:32])[CH2:4][C:5]1[CH:10]=[CH:9][C:8]([CH2:11][NH:12][CH2:13][CH2:14][CH2:15][N:16]2[C:24](=[O:25])[NH:23][C:22]3[C:17]2=[N:18][C:19]([O:27][CH2:28][CH2:29][CH2:30][CH3:31])=[N:20][C:21]=3[NH2:26])=[CH:7][CH:6]=1.C(OC([N:40]1[CH2:45][CH2:44][N:43]([CH2:46][CH2:47][C:48](O)=[O:49])[CH2:42][CH2:41]1)=O)(C)(C)C.CN(C(ON1N=NC2C=CC=NC1=2)=[N+](C)C)C.F[P-](F)(F)(F)(F)F.C(O)(C(F)(F)F)=O. The catalyst class is: 2. (3) Reactant: [N:1]1[CH:6]=[CH:5][CH:4]=[CH:3][C:2]=1[C:7]1[N:8]=[CH:9][N:10]([C:12]2[CH:13]=[N:14][NH:15][C:16]=2[NH2:17])[CH:11]=1.[C:18]([CH:21]([CH:27]([CH3:29])[CH3:28])[C:22](OCC)=[O:23])(=O)[CH3:19]. Product: [CH:27]([C:21]1[C:22](=[O:23])[N:15]2[N:14]=[CH:13][C:12]([N:10]3[CH:11]=[C:7]([C:2]4[CH:3]=[CH:4][CH:5]=[CH:6][N:1]=4)[N:8]=[CH:9]3)=[C:16]2[NH:17][C:18]=1[CH3:19])([CH3:29])[CH3:28]. The catalyst class is: 52. (4) Reactant: [CH3:1][O:2][C:3]1[CH:8]=[C:7]([CH3:9])[C:6]([S:10]([N:13]([CH2:15][C:16]2[O:20][CH:19]=[C:18]([C:21](O)=[O:22])[CH:17]=2)[CH3:14])(=[O:12])=[O:11])=[C:5]([CH3:24])[CH:4]=1.C1N=CN(C(N2C=NC=C2)=O)C=1.[CH3:37][N:38]1[CH2:43][CH2:42][CH:41]([N:44]2[CH2:49][CH2:48][NH:47][CH2:46][CH2:45]2)[CH2:40][CH2:39]1. Product: [CH3:1][O:2][C:3]1[CH:4]=[C:5]([CH3:24])[C:6]([S:10]([N:13]([CH3:14])[CH2:15][C:16]2[O:20][CH:19]=[C:18]([C:21]([N:47]3[CH2:46][CH2:45][N:44]([CH:41]4[CH2:42][CH2:43][N:38]([CH3:37])[CH2:39][CH2:40]4)[CH2:49][CH2:48]3)=[O:22])[CH:17]=2)(=[O:11])=[O:12])=[C:7]([CH3:9])[CH:8]=1. The catalyst class is: 1. (5) Reactant: C([O:3][C:4](=[O:28])[CH:5]([C:12]1[CH:17]=[CH:16][C:15]([S:18]([N:21]2[CH2:26][CH2:25][N:24]([CH3:27])[CH2:23][CH2:22]2)(=[O:20])=[O:19])=[CH:14][CH:13]=1)[CH2:6][CH:7]1[CH2:11][CH2:10][CH2:9][CH2:8]1)C.O.[OH-].[Na+]. Product: [CH:7]1([CH2:6][CH:5]([C:12]2[CH:13]=[CH:14][C:15]([S:18]([N:21]3[CH2:26][CH2:25][N:24]([CH3:27])[CH2:23][CH2:22]3)(=[O:19])=[O:20])=[CH:16][CH:17]=2)[C:4]([OH:28])=[O:3])[CH2:11][CH2:10][CH2:9][CH2:8]1. The catalyst class is: 5. (6) Reactant: [CH2:1]([O:8][C:9]1[CH:14]=[CH:13][N:12]([CH2:15][CH:16]2[CH2:18][CH2:17]2)[C:11](=[O:19])[CH:10]=1)[C:2]1[CH:7]=[CH:6][CH:5]=[CH:4][CH:3]=1.[Br:20]N1C(=O)CCC1=O. Product: [CH2:1]([O:8][C:9]1[CH:14]=[CH:13][N:12]([CH2:15][CH:16]2[CH2:17][CH2:18]2)[C:11](=[O:19])[C:10]=1[Br:20])[C:2]1[CH:3]=[CH:4][CH:5]=[CH:6][CH:7]=1. The catalyst class is: 2. (7) Reactant: Br[C:2]1[CH:26]=[CH:25][C:5]2[N:6]=[C:7]([NH:9][C:10]([N:12]3[CH2:17][CH2:16][C:15](=[CH:18][C:19]4[CH:24]=[CH:23][CH:22]=[CH:21][N:20]=4)[CH2:14][CH2:13]3)=[O:11])[S:8][C:4]=2[CH:3]=1.[CH3:27][C:28]1[C:32](B2OC(C)(C)C(C)(C)O2)=[C:31]([CH3:42])[O:30][N:29]=1.CC(C)([O-])C.[Na+].[Cl-].[NH4+]. The catalyst class is: 437. Product: [CH3:27][C:28]1[C:32]([C:2]2[CH:26]=[CH:25][C:5]3[N:6]=[C:7]([NH:9][C:10]([N:12]4[CH2:17][CH2:16][C:15](=[CH:18][C:19]5[CH:24]=[CH:23][CH:22]=[CH:21][N:20]=5)[CH2:14][CH2:13]4)=[O:11])[S:8][C:4]=3[CH:3]=2)=[C:31]([CH3:42])[O:30][N:29]=1. (8) Reactant: [CH3:1][O:2][C:3]1[CH:4]=[C:5]([N+:10]([O-:12])=[O:11])[CH:6]=[CH:7][C:8]=1Br.[CH3:13][C:14]1[CH:19]=[C:18](B2OC(C)(C)C(C)(C)O2)[CH:17]=[CH:16][N:15]=1.C(=O)([O-])[O-].[Na+].[Na+]. Product: [CH3:1][O:2][C:3]1[CH:4]=[C:5]([N+:10]([O-:12])=[O:11])[CH:6]=[CH:7][C:8]=1[C:18]1[CH:17]=[CH:16][N:15]=[C:14]([CH3:13])[CH:19]=1. The catalyst class is: 108. (9) Reactant: [CH2:1]([C:3]1[C:25]([F:26])=[CH:24][C:6]([O:7][C:8]2[CH:22]=[CH:21][C:11]([C:12]([N:14]3[CH2:19][CH2:18][NH:17][C:16](=[O:20])[CH2:15]3)=[O:13])=[CH:10][C:9]=2[F:23])=[C:5]([O:27][CH3:28])[CH:4]=1)[CH3:2].[OH-:29].[K+].[CH2:31]([O:33]C(Cl)=O)[CH3:32]. Product: [C:28](=[O:29])([O:33][CH2:31][CH3:32])[O:27][C:5]1[CH:4]=[C:3]([CH2:1][CH3:2])[C:25]([F:26])=[CH:24][C:6]=1[O:7][C:8]1[CH:22]=[CH:21][C:11]([C:12]([N:14]2[CH2:19][CH2:18][NH:17][C:16](=[O:20])[CH2:15]2)=[O:13])=[CH:10][C:9]=1[F:23]. The catalyst class is: 10. (10) Reactant: [Cl:1][C:2]1[CH:3]=[C:4]([CH:18]=[C:19]([O:21][CH2:22][C:23]2[CH:28]=[C:27]([Cl:29])[CH:26]=[C:25]([Cl:30])[CH:24]=2)[CH:20]=1)[C:5]([NH:7][CH2:8][C:9]1[CH:14]=[CH:13][C:12]([C:15]#[N:16])=[CH:11][C:10]=1[OH:17])=[O:6].[CH2:31]([O:33][C:34](=[O:41])[CH2:35][NH:36][C:37](=[O:40])[CH2:38]Cl)[CH3:32].C(=O)([O-])[O-].[Cs+].[Cs+]. The catalyst class is: 44. Product: [CH2:31]([O:33][C:34](=[O:41])[CH2:35][NH:36][C:37](=[O:40])[CH2:38][O:17][C:10]1[CH:11]=[C:12]([C:15]#[N:16])[CH:13]=[CH:14][C:9]=1[CH2:8][NH:7][C:5](=[O:6])[C:4]1[CH:18]=[C:19]([O:21][CH2:22][C:23]2[CH:24]=[C:25]([Cl:30])[CH:26]=[C:27]([Cl:29])[CH:28]=2)[CH:20]=[C:2]([Cl:1])[CH:3]=1)[CH3:32].